This data is from Forward reaction prediction with 1.9M reactions from USPTO patents (1976-2016). The task is: Predict the product of the given reaction. (1) Given the reactants [Br:1][C:2]1[CH:3]=[C:4]2[C:9](=[CH:10][CH:11]=1)[N:8]=[CH:7][C:6](I)=[C:5]2[Cl:13].CC1(C)C(C)(C)OB([C:22]2[CH:23]=[N:24][N:25]([CH2:27][CH2:28][OH:29])[CH:26]=2)O1.C(=O)([O-])[O-].[K+].[K+], predict the reaction product. The product is: [Br:1][C:2]1[CH:3]=[C:4]2[C:9](=[CH:10][CH:11]=1)[N:8]=[CH:7][C:6]([C:22]1[CH:23]=[N:24][N:25]([CH2:27][CH2:28][OH:29])[CH:26]=1)=[C:5]2[Cl:13]. (2) Given the reactants C(N(CC1C=CC=CC=1)[C:9]1([CH2:14][NH:15][C:16]2[C:25]3[C:20](=CC=C(C)[CH:24]=3)[N:19]=[C:18]([N:27]3[CH2:33][C:32]4[CH:34]=[CH:35][CH:36]=[CH:37][C:31]=4[S:30](=[O:39])(=[O:38])[CH2:29][CH2:28]3)[CH:17]=2)CCOC1)C1C=CC=CC=1.[NH:47]1[CH2:51][CH2:50][CH:49]([NH2:52])[CH2:48]1, predict the reaction product. The product is: [O:38]=[S:30]1(=[O:39])[C:31]2[CH:37]=[CH:36][CH:35]=[CH:34][C:32]=2[CH2:33][N:27]([C:18]2[CH:17]=[C:24]([N:47]3[CH2:51][CH2:50][CH:49]([NH2:52])[CH2:48]3)[C:25]3[C:20](=[CH:9][CH:14]=[N:15][CH:16]=3)[N:19]=2)[CH2:28][CH2:29]1. (3) Given the reactants [F:1][C:2]1[CH:7]=[C:6]([CH:8]([CH3:12])[C:9]([OH:11])=[O:10])[CH:5]=[CH:4][C:3]=1[C:13]1[CH:18]=[CH:17][CH:16]=[CH:15][CH:14]=1.[CH3:19][N:20]([CH3:34])[CH2:21][C@H:22]([CH3:33])[C@H:23]([C:26]1[CH:27]=[C:28]([OH:32])[CH:29]=[CH:30][CH:31]=1)[CH2:24][CH3:25], predict the reaction product. The product is: [F:1][C:2]1[CH:7]=[C:6]([CH:8]([CH3:12])[C:9]([O-:11])=[O:10])[CH:5]=[CH:4][C:3]=1[C:13]1[CH:14]=[CH:15][CH:16]=[CH:17][CH:18]=1.[OH:32][C:28]1[CH:27]=[C:26]([C@H:23]([CH2:24][CH3:25])[C@@H:22]([CH3:33])[CH2:21][NH+:20]([CH3:34])[CH3:19])[CH:31]=[CH:30][CH:29]=1. (4) Given the reactants [C:1]1([C:7]2[CH:15]=[CH:14][CH:13]=[C:12]3[C:8]=2[CH:9]=[CH:10][CH2:11]3)[CH:6]=[CH:5][CH:4]=[CH:3][CH:2]=1.CO[CH2:18][CH2:19]OC.[OH-].[K+].[C:24]1(=O)[CH2:28][CH2:27][CH2:26][CH2:25]1, predict the reaction product. The product is: [C:1]1([C:7]2[CH:15]=[CH:14][CH:13]=[C:12]3[C:8]=2[CH:9]=[CH:10][CH:11]3[C:24]2([CH:11]3[C:12]4[C:8](=[C:7]([C:19]5[CH:18]=[CH:6][CH:1]=[CH:2][CH:3]=5)[CH:15]=[CH:14][CH:13]=4)[CH:9]=[CH:10]3)[CH2:28][CH2:27][CH2:26][CH2:25]2)[CH:2]=[CH:3][CH:4]=[CH:5][CH:6]=1. (5) Given the reactants [CH3:1][C@H:2]1[NH:7][CH2:6][CH2:5][N:4]([CH2:8][C:9]([NH:11][C:12]2[CH:21]=[CH:20][CH:19]=[C:18]3[C:13]=2[CH:14]=[CH:15][CH:16]=[N:17]3)=[O:10])[CH2:3]1.[C:22]([C:24]1[CH:29]=[CH:28][C:27]([S:30](Cl)(=[O:32])=[O:31])=[CH:26][CH:25]=1)#[N:23], predict the reaction product. The product is: [C:22]([C:24]1[CH:25]=[CH:26][C:27]([S:30]([N:7]2[CH2:6][CH2:5][N:4]([CH2:8][C:9]([NH:11][C:12]3[CH:21]=[CH:20][CH:19]=[C:18]4[C:13]=3[CH:14]=[CH:15][CH:16]=[N:17]4)=[O:10])[CH2:3][C@H:2]2[CH3:1])(=[O:32])=[O:31])=[CH:28][CH:29]=1)#[N:23]. (6) Given the reactants [O:1]=[C:2]([C:19]1[CH:24]=[CH:23][CH:22]=[CH:21][CH:20]=1)[CH2:3][C:4](=[NH:18])[NH:5][C:6]1[CH:11]=[CH:10][C:9]([O:12][CH2:13][CH2:14][CH2:15][CH2:16][CH3:17])=[CH:8][CH:7]=1.[C:25](OC)(=[O:28])[C:26]#[CH:27], predict the reaction product. The product is: [NH2:18][C:4]1[N:5]([C:6]2[CH:11]=[CH:10][C:9]([O:12][CH2:13][CH2:14][CH2:15][CH2:16][CH3:17])=[CH:8][CH:7]=2)[C:25](=[O:28])[CH:26]=[CH:27][C:3]=1[C:2](=[O:1])[C:19]1[CH:20]=[CH:21][CH:22]=[CH:23][CH:24]=1. (7) Given the reactants Br[C:2]1[CH:3]=[C:4]([CH:7]=[CH:8][C:9]=1[CH3:10])[CH:5]=[CH2:6].Cl[P:12]([C:19]1[CH:24]=[CH:23][CH:22]=[CH:21][CH:20]=1)[C:13]1[CH:18]=[CH:17][CH:16]=[CH:15][CH:14]=1.[NH4+].[Cl-], predict the reaction product. The product is: [C:19]1([P:12]([C:13]2[CH:14]=[CH:15][CH:16]=[CH:17][CH:18]=2)[C:2]2[CH:3]=[C:4]([CH:7]=[CH:8][C:9]=2[CH3:10])[CH:5]=[CH2:6])[CH:20]=[CH:21][CH:22]=[CH:23][CH:24]=1. (8) Given the reactants Br[C:2]1[CH:3]=[C:4]([NH2:17])[C:5]([N:8]([CH2:13][CH:14]([CH3:16])[CH3:15])[CH2:9][CH:10]([CH3:12])[CH3:11])=[CH:6][CH:7]=1.[CH3:18][C:19]1([CH3:33])[CH2:24][O:23][B:22]([B:22]2[O:23][CH2:24][C:19]([CH3:33])([CH3:18])[CH2:20][O:21]2)[O:21][CH2:20]1.C([O-])(=O)C.[K+], predict the reaction product. The product is: [CH3:18][C:19]1([CH3:33])[CH2:24][O:23][B:22]([C:2]2[CH:3]=[C:4]([NH2:17])[C:5]([N:8]([CH2:13][CH:14]([CH3:16])[CH3:15])[CH2:9][CH:10]([CH3:12])[CH3:11])=[CH:6][CH:7]=2)[O:21][CH2:20]1. (9) The product is: [F:19][CH2:18][CH2:17][CH2:16][N:11]1[C:12]2[C:8](=[CH:7][CH:6]=[CH:5][C:4]=2[O:3][C:2]([F:1])([F:13])[F:14])[CH:9]=[CH:10]1. Given the reactants [F:1][C:2]([F:14])([F:13])[O:3][C:4]1[CH:5]=[CH:6][CH:7]=[C:8]2[C:12]=1[NH:11][CH:10]=[CH:9]2.Br[CH2:16][CH2:17][CH2:18][F:19], predict the reaction product.